This data is from Peptide-MHC class I binding affinity with 185,985 pairs from IEDB/IMGT. The task is: Regression. Given a peptide amino acid sequence and an MHC pseudo amino acid sequence, predict their binding affinity value. This is MHC class I binding data. The peptide sequence is KAAYNFATM. The MHC is H-2-Db with pseudo-sequence H-2-Db. The binding affinity (normalized) is 0.464.